From a dataset of Reaction yield outcomes from USPTO patents with 853,638 reactions. Predict the reaction yield, written as a fraction of the theoretical maximum amount of product (1.0 means a 100% yield; for example, 0.34 means a 34% yield). (1) The reactants are [N+:1]([C:4]1[C:12]2[O:11][CH2:10][O:9][C:8]=2[CH:7]=[CH:6][CH:5]=1)([O-])=O. The catalyst is C(O)C.[Ni]. The product is [O:9]1[C:8]2[CH:7]=[CH:6][CH:5]=[C:4]([NH2:1])[C:12]=2[O:11][CH2:10]1. The yield is 0.630. (2) The reactants are [F:1][C:2]1[CH:7]=[CH:6][C:5]([N:8]2[C:12]([CH:13](C)C)=[C:11]([NH2:16])[CH:10]=[N:9]2)=[CH:4][CH:3]=1.[Cl:17][C:18]1[C:19]([C:28]([F:31])([F:30])[F:29])=[N:20][N:21]([CH2:24][C:25](O)=[O:26])[C:22]=1[CH3:23].C(N(C(C)C)CC)(C)C.CN(C(ON1N=NC2C=CC=NC1=2)=[N+](C)C)C.F[P-](F)(F)(F)(F)F. The catalyst is CN(C=O)C.O. The product is [Cl:17][C:18]1[C:19]([C:28]([F:30])([F:29])[F:31])=[N:20][N:21]([CH2:24][C:25]([NH:16][C:11]2[CH:10]=[N:9][N:8]([C:5]3[CH:4]=[CH:3][C:2]([F:1])=[CH:7][CH:6]=3)[C:12]=2[CH3:13])=[O:26])[C:22]=1[CH3:23]. The yield is 0.300. (3) The reactants are [Br:1]N1C(=O)CCC1=O.C1(P(C2C=CC=CC=2)C2C=CC=CC=2)C=CC=CC=1.[CH3:28][C:29]([C:32]1[CH:37]=[CH:36][C:35]([CH2:38][O:39][CH2:40][CH2:41]O)=[CH:34][CH:33]=1)([CH3:31])[CH3:30]. The catalyst is C(Cl)Cl.[Al]. The product is [Br:1][CH2:41][CH2:40][O:39][CH2:38][C:35]1[CH:36]=[CH:37][C:32]([C:29]([CH3:31])([CH3:30])[CH3:28])=[CH:33][CH:34]=1. The yield is 0.120. (4) The reactants are [CH2:1]([O:8][C:9]1[CH:14]=[CH:13][N:12]([C:15]2[CH:23]=[C:22]3[C:18]([C:19]4[CH:38]5[NH:39][CH:35]([CH2:36][CH2:37]5)[CH2:34][C:20]=4[N:21]3S(C3C=CC(C)=CC=3)(=O)=O)=[CH:17][CH:16]=2)[C:11](=[O:40])[CH:10]=1)[C:2]1[CH:7]=[CH:6][CH:5]=[CH:4][CH:3]=1.[OH-].[Na+].CO.C(Cl)[Cl:46]. The catalyst is O. The product is [ClH:46].[CH2:1]([O:8][C:9]1[CH:14]=[CH:13][N:12]([C:15]2[CH:23]=[C:22]3[C:18]([C:19]4[CH:38]5[NH:39][CH:35]([CH2:36][CH2:37]5)[CH2:34][C:20]=4[NH:21]3)=[CH:17][CH:16]=2)[C:11](=[O:40])[CH:10]=1)[C:2]1[CH:7]=[CH:6][CH:5]=[CH:4][CH:3]=1. The yield is 0.390. (5) The reactants are [CH3:1][O:2][C:3]1[CH:4]=[C:5]([CH:19]=[CH:20][C:21]=1[O:22][CH3:23])[C:6]([N:8]1[C:17]2[C:12](=[CH:13][CH:14]=[CH:15][CH:16]=2)[CH:11](O)[CH2:10][CH2:9]1)=[O:7].[CH2:24]([N:31]1[CH2:36][CH2:35][C:34]2([C:44]3[C:39](=[CH:40][CH:41]=[CH:42][CH:43]=3)[NH:38][CH2:37]2)[CH2:33][CH2:32]1)[C:25]1[CH:30]=[CH:29][CH:28]=[CH:27][CH:26]=1. No catalyst specified. The product is [CH2:24]([N:31]1[CH2:36][CH2:35][C:34]2([C:44]3[C:39](=[CH:40][CH:41]=[CH:42][CH:43]=3)[N:38]([CH:11]3[C:12]4[C:17](=[CH:16][CH:15]=[CH:14][CH:13]=4)[N:8]([C:6](=[O:7])[C:5]4[CH:19]=[CH:20][C:21]([O:22][CH3:23])=[C:3]([O:2][CH3:1])[CH:4]=4)[CH2:9][CH2:10]3)[CH2:37]2)[CH2:33][CH2:32]1)[C:25]1[CH:26]=[CH:27][CH:28]=[CH:29][CH:30]=1. The yield is 0.480.